From a dataset of Full USPTO retrosynthesis dataset with 1.9M reactions from patents (1976-2016). Predict the reactants needed to synthesize the given product. (1) Given the product [C:1]([O:5][C:6](=[O:16])[NH:7][CH2:8][C@H:9]1[CH2:14][CH2:13][C@H:12]([N:20]([CH3:19])[CH3:23])[CH2:11][CH2:10]1)([CH3:4])([CH3:3])[CH3:2], predict the reactants needed to synthesize it. The reactants are: [C:1]([O:5][C:6](=[O:16])[NH:7][CH2:8][C@H:9]1[CH2:14][CH2:13][C@H:12](N)[CH2:11][CH2:10]1)([CH3:4])([CH3:3])[CH3:2].C=O.[C:19]([BH3-])#[N:20].[Na+].[C:23](O)(=O)C. (2) Given the product [OH:16][CH:17]([CH2:21][C:22]1[CH:27]=[CH:26][CH:25]=[CH:24][CH:23]=1)[C:18]([N:13]1[CH2:14][CH2:15][C:10]2[NH:9][N:8]=[C:7]([C:1]3[CH:2]=[CH:3][CH:4]=[CH:5][CH:6]=3)[C:11]=2[CH2:12]1)=[O:19], predict the reactants needed to synthesize it. The reactants are: [C:1]1([C:7]2[C:11]3[CH2:12][NH:13][CH2:14][CH2:15][C:10]=3[NH:9][N:8]=2)[CH:6]=[CH:5][CH:4]=[CH:3][CH:2]=1.[OH:16][CH:17]([CH2:21][C:22]1[CH:27]=[CH:26][CH:25]=[CH:24][CH:23]=1)[C:18](O)=[O:19].CN(C(ON1N=NC2C=CC=NC1=2)=[N+](C)C)C.F[P-](F)(F)(F)(F)F.CCN(C(C)C)C(C)C. (3) Given the product [F:11][C:12]1[C:20]([F:21])=[C:19]([F:22])[CH:18]=[CH:17][C:13]=1[C:14]1[O:1][N:2]=[C:3]([C:4]2[CH:5]=[N:6][CH:7]=[CH:8][CH:9]=2)[N:10]=1, predict the reactants needed to synthesize it. The reactants are: [OH:1][N:2]=[C:3]([NH2:10])[C:4]1[CH:9]=[CH:8][CH:7]=[N:6][CH:5]=1.[F:11][C:12]1[C:20]([F:21])=[C:19]([F:22])[CH:18]=[CH:17][C:13]=1[C:14](O)=O.N. (4) Given the product [F:36][C:24]([F:23])([F:35])[C:25]1[CH:26]=[C:27]([S:31]([N:4]2[CH2:5][CH2:6][N:1]([C:7]([O:9][C:10]([CH3:13])([CH3:12])[CH3:11])=[O:8])[CH2:2][CH2:3]2)(=[O:32])=[O:33])[CH:28]=[CH:29][CH:30]=1, predict the reactants needed to synthesize it. The reactants are: [N:1]1([C:7]([O:9][C:10]([CH3:13])([CH3:12])[CH3:11])=[O:8])[CH2:6][CH2:5][NH:4][CH2:3][CH2:2]1.C(N(C(C)C)CC)(C)C.[F:23][C:24]([F:36])([F:35])[C:25]1[CH:26]=[C:27]([S:31](Cl)(=[O:33])=[O:32])[CH:28]=[CH:29][CH:30]=1. (5) Given the product [Br:10][C:7]1[CH:8]=[CH:9][C:4]([CH2:1][CH2:2][CH2:3][OH:17])=[CH:5][CH:6]=1, predict the reactants needed to synthesize it. The reactants are: [CH2:1]([C:4]1[CH:9]=[CH:8][C:7]([Br:10])=[CH:6][CH:5]=1)[CH:2]=[CH2:3].[OH-].[Na+].OO.CC[O:17]CC. (6) The reactants are: C([N:8]1[CH2:13][C:12]([C:14]2[CH:19]=[CH:18][C:17]([F:20])=[CH:16][CH:15]=2)=[C:11]([C:21]([OH:23])=[O:22])[CH2:10][CH2:9]1)C1C=CC=CC=1.Cl.[CH3:25]O. Given the product [CH3:25][O:23][C:21]([CH:11]1[CH2:10][CH2:9][NH:8][CH2:13][CH:12]1[C:14]1[CH:19]=[CH:18][C:17]([F:20])=[CH:16][CH:15]=1)=[O:22], predict the reactants needed to synthesize it.